From a dataset of Forward reaction prediction with 1.9M reactions from USPTO patents (1976-2016). Predict the product of the given reaction. Given the reactants [C:1]([CH2:9][C:10]#[N:11])(=[O:8])[C:2]1[CH:7]=[CH:6][CH:5]=[CH:4][CH:3]=1.O[CH:13]1[CH2:18]SC(O)C[S:14]1.C(NCC)C, predict the reaction product. The product is: [NH2:11][C:10]1[S:14][CH:13]=[CH:18][C:9]=1[C:1](=[O:8])[C:2]1[CH:7]=[CH:6][CH:5]=[CH:4][CH:3]=1.